From a dataset of Peptide-MHC class I binding affinity with 185,985 pairs from IEDB/IMGT. Regression. Given a peptide amino acid sequence and an MHC pseudo amino acid sequence, predict their binding affinity value. This is MHC class I binding data. (1) The peptide sequence is PLSPTRLSRL. The MHC is HLA-A68:02 with pseudo-sequence HLA-A68:02. The binding affinity (normalized) is 0.0749. (2) The peptide sequence is PSVNEYHMLK. The MHC is HLA-A33:01 with pseudo-sequence HLA-A33:01. The binding affinity (normalized) is 0.135. (3) The peptide sequence is TPSDLNSML. The MHC is HLA-B81:01 with pseudo-sequence HLA-B81:01. The binding affinity (normalized) is 0.609. (4) The peptide sequence is ILSNTTKTL. The MHC is HLA-A02:01 with pseudo-sequence HLA-A02:01. The binding affinity (normalized) is 0.362. (5) The peptide sequence is YHSNVKELV. The binding affinity (normalized) is 0.298. The MHC is Mamu-A07 with pseudo-sequence Mamu-A07. (6) The peptide sequence is FSGSFASIF. The MHC is HLA-B15:03 with pseudo-sequence HLA-B15:03. The binding affinity (normalized) is 1.00.